Dataset: NCI-60 drug combinations with 297,098 pairs across 59 cell lines. Task: Regression. Given two drug SMILES strings and cell line genomic features, predict the synergy score measuring deviation from expected non-interaction effect. (1) Drug 1: C1=CC(=C2C(=C1NCCNCCO)C(=O)C3=C(C=CC(=C3C2=O)O)O)NCCNCCO. Drug 2: CC(C1=C(C=CC(=C1Cl)F)Cl)OC2=C(N=CC(=C2)C3=CN(N=C3)C4CCNCC4)N. Cell line: MDA-MB-231. Synergy scores: CSS=28.6, Synergy_ZIP=-6.26, Synergy_Bliss=-3.52, Synergy_Loewe=-13.6, Synergy_HSA=-1.60. (2) Drug 1: CC1=CC=C(C=C1)C2=CC(=NN2C3=CC=C(C=C3)S(=O)(=O)N)C(F)(F)F. Drug 2: C1C(C(OC1N2C=C(C(=O)NC2=O)F)CO)O. Cell line: RPMI-8226. Synergy scores: CSS=35.1, Synergy_ZIP=6.15, Synergy_Bliss=6.93, Synergy_Loewe=-19.7, Synergy_HSA=3.29. (3) Drug 1: C#CCC(CC1=CN=C2C(=N1)C(=NC(=N2)N)N)C3=CC=C(C=C3)C(=O)NC(CCC(=O)O)C(=O)O. Drug 2: CN(CC1=CN=C2C(=N1)C(=NC(=N2)N)N)C3=CC=C(C=C3)C(=O)NC(CCC(=O)O)C(=O)O. Cell line: SK-MEL-2. Synergy scores: CSS=-2.25, Synergy_ZIP=0.420, Synergy_Bliss=-0.321, Synergy_Loewe=-7.43, Synergy_HSA=-6.29. (4) Drug 1: C1=NC2=C(N1)C(=S)N=C(N2)N. Drug 2: CC1C(C(CC(O1)OC2CC(OC(C2O)C)OC3=CC4=CC5=C(C(=O)C(C(C5)C(C(=O)C(C(C)O)O)OC)OC6CC(C(C(O6)C)O)OC7CC(C(C(O7)C)O)OC8CC(C(C(O8)C)O)(C)O)C(=C4C(=C3C)O)O)O)O. Cell line: NCI-H226. Synergy scores: CSS=11.0, Synergy_ZIP=-2.91, Synergy_Bliss=-2.02, Synergy_Loewe=-7.23, Synergy_HSA=-3.92. (5) Drug 1: CS(=O)(=O)CCNCC1=CC=C(O1)C2=CC3=C(C=C2)N=CN=C3NC4=CC(=C(C=C4)OCC5=CC(=CC=C5)F)Cl. Drug 2: C1C(C(OC1N2C=NC(=NC2=O)N)CO)O. Cell line: NCI-H322M. Synergy scores: CSS=12.6, Synergy_ZIP=-6.55, Synergy_Bliss=1.44, Synergy_Loewe=-0.777, Synergy_HSA=-0.479.